From a dataset of Reaction yield outcomes from USPTO patents with 853,638 reactions. Predict the reaction yield, written as a fraction of the theoretical maximum amount of product (1.0 means a 100% yield; for example, 0.34 means a 34% yield). (1) The reactants are [CH3:1][O:2][C:3]1[C:4]([N+:12]([O-:14])=[O:13])=[C:5]([CH:9]=[CH:10][CH:11]=1)[C:6]([OH:8])=O.C(Cl)(=O)C(Cl)=O.[NH2:21][C:22]1[CH:27]=[CH:26][C:25]([Cl:28])=[CH:24][N:23]=1.N1C=CC=CC=1. The catalyst is ClCCl.CN(C)C=O.O. The product is [Cl:28][C:25]1[CH:26]=[CH:27][C:22]([NH:21][C:6](=[O:8])[C:5]2[CH:9]=[CH:10][CH:11]=[C:3]([O:2][CH3:1])[C:4]=2[N+:12]([O-:14])=[O:13])=[N:23][CH:24]=1. The yield is 0.790. (2) The reactants are [H-].[Na+].[CH2:3]([N:10]1[CH2:15][CH2:14][C:13]2([CH2:19][C:18]3[C:20]([CH3:27])=[C:21]([OH:26])[C:22]([CH3:25])=[C:23]([CH3:24])[C:17]=3[O:16]2)[CH2:12][CH2:11]1)[C:4]1[CH:9]=[CH:8][CH:7]=[CH:6][CH:5]=1.[CH3:28][O:29][C:30]1[CH:37]=[CH:36][C:33]([CH2:34]Cl)=[CH:32][CH:31]=1.O. The catalyst is CN(C)C=O. The product is [CH2:3]([N:10]1[CH2:15][CH2:14][C:13]2([CH2:19][C:18]3[C:20]([CH3:27])=[C:21]([O:26][CH2:34][C:33]4[CH:36]=[CH:37][C:30]([O:29][CH3:28])=[CH:31][CH:32]=4)[C:22]([CH3:25])=[C:23]([CH3:24])[C:17]=3[O:16]2)[CH2:12][CH2:11]1)[C:4]1[CH:9]=[CH:8][CH:7]=[CH:6][CH:5]=1. The yield is 0.850.